From a dataset of Full USPTO retrosynthesis dataset with 1.9M reactions from patents (1976-2016). Predict the reactants needed to synthesize the given product. (1) Given the product [Br:37][C:38]1[N:43]=[C:42]([CH:44]([CH2:48][CH:49]([CH3:51])[CH3:50])[C:45]([NH:14][C:11]2[CH:12]=[CH:13][C:8]([C:6]3[CH:5]=[CH:4][N:3]=[C:2]([CH3:1])[CH:7]=3)=[CH:9][CH:10]=2)=[O:46])[CH:41]=[CH:40][CH:39]=1, predict the reactants needed to synthesize it. The reactants are: [CH3:1][C:2]1[CH:7]=[C:6]([C:8]2[CH:13]=[CH:12][C:11]([NH2:14])=[CH:10][CH:9]=2)[CH:5]=[CH:4][N:3]=1.Cl.CN(C)CCCN=C=NCC.ON1C2C=CC=CC=2N=N1.[Br:37][C:38]1[N:43]=[C:42]([CH:44]([CH2:48][CH:49]([CH3:51])[CH3:50])[C:45](O)=[O:46])[CH:41]=[CH:40][CH:39]=1. (2) The reactants are: C(=O)([O-])[O-].[Na+].[Na+].Br[C:8]1[CH:9]=[C:10]([N+:15]([O-:17])=[O:16])[CH:11]=[CH:12][C:13]=1[F:14].[C:18]([O:22][C:23]([N:25]1[CH:29]=[CH:28][CH:27]=[C:26]1B(O)O)=[O:24])([CH3:21])([CH3:20])[CH3:19].C(=O)(O)[O-].[Na+]. Given the product [F:14][C:13]1[CH:12]=[CH:11][C:10]([N+:15]([O-:17])=[O:16])=[CH:9][C:8]=1[C:26]1[N:25]([C:23]([O:22][C:18]([CH3:21])([CH3:20])[CH3:19])=[O:24])[CH:29]=[CH:28][CH:27]=1, predict the reactants needed to synthesize it. (3) Given the product [Br:1][C:2]1[C:11]2[C:6](=[C:7]([O:24][CH3:25])[CH:8]=[C:9]([CH2:12][C:13]3[C:14]([NH2:15])=[N:31][C:30]([NH2:32])=[N:29][CH:16]=3)[CH:10]=2)[O:5][C:4]([CH3:27])([CH3:26])[CH:3]=1, predict the reactants needed to synthesize it. The reactants are: [Br:1][C:2]1[C:11]2[C:6](=[C:7]([O:24][CH3:25])[CH:8]=[C:9]([CH2:12][C:13](=[CH:16]NC3C=CC=CC=3)[C:14]#[N:15])[CH:10]=2)[O:5][C:4]([CH3:27])([CH3:26])[CH:3]=1.Cl.[NH2:29][C:30]([NH2:32])=[NH:31].CC(C)([O-])C.[K+]. (4) Given the product [N:17]([C:2]1[C:3]([C:15]#[N:16])=[N:4][N:5]([C:9]2[CH:14]=[CH:13][CH:12]=[CH:11][CH:10]=2)[C:6](=[O:8])[CH:7]=1)=[N+:18]=[N-:19], predict the reactants needed to synthesize it. The reactants are: Cl[C:2]1[C:3]([C:15]#[N:16])=[N:4][N:5]([C:9]2[CH:14]=[CH:13][CH:12]=[CH:11][CH:10]=2)[C:6](=[O:8])[CH:7]=1.[N-:17]=[N+:18]=[N-:19].[Na+].O. (5) Given the product [Cl:32][C:29]1[CH:30]=[CH:31][C:25]2[CH:24]=[C:23]([S:20]([N:17]3[CH2:18][CH2:19][N:14]([CH2:13][C:8]4[S:9][C:10]5[CH2:11][NH:12][C:4](=[O:3])[CH2:5][C:6]=5[N:7]=4)[C:15](=[O:33])[CH2:16]3)(=[O:22])=[O:21])[S:27][C:26]=2[CH:28]=1, predict the reactants needed to synthesize it. The reactants are: C([O:3][C:4](=O)[CH2:5][C:6]1[N:7]=[C:8]([CH2:13][N:14]2[CH2:19][CH2:18][N:17]([S:20]([C:23]3[S:27][C:26]4[CH:28]=[C:29]([Cl:32])[CH:30]=[CH:31][C:25]=4[CH:24]=3)(=[O:22])=[O:21])[CH2:16][C:15]2=[O:33])[S:9][C:10]=1[CH2:11][NH2:12])C. (6) Given the product [CH:44]([O:43][C:34]1[C:33]2[C:38](=[CH:39][CH:40]=[C:31]([CH:29]=[C:15]3[C:14](=[O:16])[N:13]=[C:12]([NH:17][CH2:18][C:19]4[CH:24]=[CH:23][CH:22]=[CH:21][C:20]=4[C:25]([F:26])([F:27])[F:28])[NH:11]3)[N:32]=2)[N:37]=[CH:36][C:35]=1[C:41]#[N:42])([CH3:46])[CH3:45], predict the reactants needed to synthesize it. The reactants are: C(OC([N:11]1[CH2:15][C:14](=[O:16])[N:13]=[C:12]1[NH:17][CH2:18][C:19]1[CH:24]=[CH:23][CH:22]=[CH:21][C:20]=1[C:25]([F:28])([F:27])[F:26])=O)C1C=CC=CC=1.[CH:29]([C:31]1[N:32]=[C:33]2[C:38](=[CH:39][CH:40]=1)[N:37]=[CH:36][C:35]([C:41]#[N:42])=[C:34]2[O:43][CH:44]([CH3:46])[CH3:45])=O.N1CCCCC1.